Dataset: Catalyst prediction with 721,799 reactions and 888 catalyst types from USPTO. Task: Predict which catalyst facilitates the given reaction. (1) Reactant: [CH3:1][O:2][C:3]1[CH:8]=[CH:7][C:6]([S:9](Cl)(=[O:11])=[O:10])=[CH:5][CH:4]=1.[CH3:13][NH2:14]. Product: [CH3:1][O:2][C:3]1[CH:8]=[CH:7][C:6]([S:9]([NH:14][CH3:13])(=[O:11])=[O:10])=[CH:5][CH:4]=1. The catalyst class is: 2. (2) The catalyst class is: 82. Product: [N+:12]([C:7]1[CH:6]=[CH:5][N+:4]([O-:9])=[C:3]([C:2]([F:1])([F:10])[F:11])[CH:8]=1)([O-:14])=[O:13]. Reactant: [F:1][C:2]([F:11])([F:10])[C:3]1[CH:8]=[CH:7][CH:6]=[CH:5][N+:4]=1[O-:9].[N+:12]([O-])([OH:14])=[O:13]. (3) Reactant: ClC(Cl)(Cl)CO[C:5](=[O:26])[NH:6][C:7]1[N:8]([C:16]2[CH:17]=[N:18][CH:19]=[C:20]([O:22][CH2:23][CH2:24][OH:25])[CH:21]=2)[N:9]=[C:10]([C:12]([CH3:15])([CH3:14])[CH3:13])[CH:11]=1.[CH3:29][C@H:30]1[CH2:35][CH2:34][CH2:33][C@@H:32]([CH3:36])[N:31]1[C:37]1[N:41]2[CH:42]=[C:43]([O:46][C@H:47]3[C:56]4[C:51](=[CH:52][CH:53]=[CH:54][CH:55]=4)[C@@H:50]([NH2:57])[CH2:49][CH2:48]3)[CH:44]=[CH:45][C:40]2=[N:39][N:38]=1.CCN(C(C)C)C(C)C. Product: [C:12]([C:10]1[CH:11]=[C:7]([NH:6][C:5]([NH:57][C@@H:50]2[C:51]3[C:56](=[CH:55][CH:54]=[CH:53][CH:52]=3)[C@H:47]([O:46][C:43]3[CH:44]=[CH:45][C:40]4[N:41]([C:37]([N:31]5[C@H:30]([CH3:29])[CH2:35][CH2:34][CH2:33][C@@H:32]5[CH3:36])=[N:38][N:39]=4)[CH:42]=3)[CH2:48][CH2:49]2)=[O:26])[N:8]([C:16]2[CH:17]=[N:18][CH:19]=[C:20]([O:22][CH2:23][CH2:24][OH:25])[CH:21]=2)[N:9]=1)([CH3:13])([CH3:14])[CH3:15]. The catalyst class is: 12. (4) Reactant: [N:1]([C:4]1[CH:11]=[CH:10][C:7]([C:8]#[N:9])=[C:6]([C:12]([F:15])([F:14])[F:13])[CH:5]=1)=[C:2]=[S:3].C(Cl)(Cl)Cl.[F:20][C:21]1[CH:22]=[C:23]([NH:31][C:32]([CH3:37])([CH3:36])[C:33](O)=[O:34])[CH:24]=[CH:25][C:26]=1[C:27](=[O:30])[NH:28][CH3:29]. The catalyst class is: 66. Product: [CH3:36][C:32]1([CH3:37])[N:31]([C:23]2[CH:24]=[CH:25][C:26]([C:27]([NH:28][CH3:29])=[O:30])=[C:21]([F:20])[CH:22]=2)[C:2](=[S:3])[N:1]([C:4]2[CH:11]=[CH:10][C:7]([C:8]#[N:9])=[C:6]([C:12]([F:13])([F:15])[F:14])[CH:5]=2)[C:33]1=[O:34]. (5) Reactant: [C:1]([O:5][C:6](=O)NCCO)([CH3:4])([CH3:3])C.[Cl:12][C:13]1[C:18]([Cl:19])=[CH:17]C=CC=1O.C1(P(C2C=CC=CC=2)C2C=CC=CC=2)C=CC=CC=1.[N:40]([C:48](OC(C)C)=O)=NC(OC(C)C)=O. Product: [Cl:12][C:13]1[CH:4]=[C:1]([CH:3]=[CH:17][C:18]=1[Cl:19])[O:5][CH2:6][CH2:48][NH2:40]. The catalyst class is: 1. (6) Reactant: [CH2:1]([CH:4]1[CH2:9][CH2:8][CH:7]([CH:10]2[CH2:15][CH2:14][CH:13]([C:16]3[CH:21]=[CH:20][C:19](/[CH:22]=[CH:23]/[C:24]([OH:26])=[O:25])=[CH:18][CH:17]=3)[CH2:12][CH2:11]2)[CH2:6][CH2:5]1)[CH2:2][CH3:3].Cl.CN(C)CCCN=C=NCC.C(Cl)Cl.[CH:42]12[CH2:48][CH:45]([CH:46]=[CH:47]1)[CH2:44][CH:43]2[CH2:49]O. Product: [CH2:1]([CH:4]1[CH2:5][CH2:6][CH:7]([CH:10]2[CH2:15][CH2:14][CH:13]([C:16]3[CH:17]=[CH:18][C:19](/[CH:22]=[CH:23]/[C:24]([O:26][CH2:49][CH:43]4[CH2:44][CH:45]5[CH2:48][CH:42]4[CH:47]=[CH:46]5)=[O:25])=[CH:20][CH:21]=3)[CH2:12][CH2:11]2)[CH2:8][CH2:9]1)[CH2:2][CH3:3]. The catalyst class is: 6.